Dataset: Full USPTO retrosynthesis dataset with 1.9M reactions from patents (1976-2016). Task: Predict the reactants needed to synthesize the given product. (1) Given the product [Br:1][C:16]1([N:17]=[C:18]=[S:19])[CH:15]=[CH:14][C:13]2[N:12]=[CH:11][CH:10]=[N:9][C:8]=2[CH2:7]1, predict the reactants needed to synthesize it. The reactants are: [BrH:1].C(Cl)(Cl)=S.Br[C:7]1[C:16]([N:17]=[C:18]=[S:19])=[CH:15][CH:14]=[C:13]2[C:8]=1[N:9]=[CH:10][CH:11]=[N:12]2. (2) Given the product [F:1][C@H:2]1[C@@H:7]([O:8][C:9]2[CH:16]=[CH:15][C:14]([C:17]3[N:22]=[C:21]([NH:23][C:24]4[CH:29]=[CH:28][C:27]([N:30]5[CH2:31][CH2:32][N:33]([CH:36]6[CH2:39][O:38][CH2:37]6)[CH2:34][CH2:35]5)=[CH:26][CH:25]=4)[N:20]=[CH:19][N:18]=3)=[CH:13][C:10]=2[C:11]#[N:12])[CH2:6][CH2:5][N:4]([C:73]([C@@H:55]2[CH2:56][C@@H:42]([F:63])[C:43](=[O:45])[NH:54]2)=[O:74])[CH2:3]1, predict the reactants needed to synthesize it. The reactants are: [F:1][C@H:2]1[C@@H:7]([O:8][C:9]2[CH:16]=[CH:15][C:14]([C:17]3[N:22]=[C:21]([NH:23][C:24]4[CH:29]=[CH:28][C:27]([N:30]5[CH2:35][CH2:34][N:33]([CH:36]6[CH2:39][O:38][CH2:37]6)[CH2:32][CH2:31]5)=[CH:26][CH:25]=4)[N:20]=[CH:19][N:18]=3)=[CH:13][C:10]=2[C:11]#[N:12])[CH2:6][CH2:5][NH:4][CH2:3]1.CO[CH2:42][C:43]([OH:45])=O.CN(C(O[N:54]1N=N[C:56]2C=[CH:56][CH:55]=[N:54][C:55]1=2)=[N+](C)C)C.[F:63][P-](F)(F)(F)(F)[F:63].CN([CH:73]=[O:74])C.